Dataset: Full USPTO retrosynthesis dataset with 1.9M reactions from patents (1976-2016). Task: Predict the reactants needed to synthesize the given product. Given the product [Cl:11][C:12]1[CH:17]=[CH:16][C:15]([CH:18]([C:37]2[CH:38]=[CH:39][C:40]([Cl:43])=[CH:41][CH:42]=2)[N:19]2[CH2:22][C:21](=[CH:23][S:24]([CH2:27][C:28]3[CH:29]=[C:30]([CH:34]=[CH:35][CH:36]=3)[C:31]([NH:1][CH2:2][CH2:3][CH2:4][N:5]3[CH2:10][CH2:9][O:8][CH2:7][CH2:6]3)=[O:32])(=[O:26])=[O:25])[CH2:20]2)=[CH:14][CH:13]=1, predict the reactants needed to synthesize it. The reactants are: [NH2:1][CH2:2][CH2:3][CH2:4][N:5]1[CH2:10][CH2:9][O:8][CH2:7][CH2:6]1.[Cl:11][C:12]1[CH:17]=[CH:16][C:15]([CH:18]([C:37]2[CH:42]=[CH:41][C:40]([Cl:43])=[CH:39][CH:38]=2)[N:19]2[CH2:22][C:21](=[CH:23][S:24]([CH2:27][C:28]3[CH:29]=[C:30]([CH:34]=[CH:35][CH:36]=3)[C:31](O)=[O:32])(=[O:26])=[O:25])[CH2:20]2)=[CH:14][CH:13]=1.